From a dataset of Experimentally validated miRNA-target interactions with 360,000+ pairs, plus equal number of negative samples. Binary Classification. Given a miRNA mature sequence and a target amino acid sequence, predict their likelihood of interaction. (1) The miRNA is hsa-miR-656-3p with sequence AAUAUUAUACAGUCAACCUCU. The protein sequence of the target gene is MPAESGKRFKPSKYVPVSAAAIFLVGATTLFFAFTCPGLSLYVSPAVPIYNAIMFLFVLANFSMATFMDPGIFPRAEEDEDKEDDFRAPLYKTVEIKGIQVRMKWCATCRFYRPPRCSHCSVCDNCVEEFDHHCPWVNNCIGRRNYRYFFLFLLSLTAHIMGVFGFGLLYVLYHIEELSGVRTAVTMAVMCVAGLFFIPVAGLTGFHVVLVARGRTTNEQVTGKFRGGVNPFTNGCCNNVSRVLCSSPAPRYLGRPKKEKTIVIRPPFLRPEVSDGQITVKIMDNGIQGELRRTKSKGSL.... Result: 1 (interaction). (2) The miRNA is hsa-miR-3689a-3p with sequence CUGGGAGGUGUGAUAUCGUGGU. The protein sequence of the target gene is MASVLNVKESKAPERTVVVAGLPVDLFSDQLLAVLVKSHFQDIKNEGGDVEDVIYPTRTKGVAYVIFKEKKVAENVIRQKKHWLARKTRHAELTVSLRVSHFGDKIFSSVNAILDLSVFGKEVTLETLVKDLKKKIPSLSFSPLKPNGRISVEGSFLAVKRLRESLLARACSLLEKDRNFTSEERKWNRQNPQRNLQRSNNSLASVRTLVPETARSGEMLVLDTDVFLYLKHKCGSYESTLKKFHILSQEKVDGEITTICLKSIQVGSQPNNAKHVKELIEEWSHALYLKLRKETFILEG.... Result: 1 (interaction). (3) The miRNA is hsa-miR-6504-3p with sequence CAUUACAGCACAGCCAUUCU. The protein sequence of the target gene is MPTAESEAKVKTKVRFEELLKTHSDLMREKKKLKKKLVRSEENISPDTIRSNLHYMKETTSDDPDTIRSNLPHIKETTSDDVSAANTNNLKKSTRVTKNKLRNTQLATENPNGDASVEEDKQGKPNKKVIKTVPQLTTQDLKPETPENKVDSTHQKTHTKPQPGVDHQKSEKANEGREETDLEEDEELMQAYQCHVTEEMAKEIKRKIRKKLKEQLTYFPSDTLFHDDKLSSEKRKKKKEVPVFSKAETSTLTISGDTVEGEQKKESSVRSVSSDSHQDDEISSMEQSTEDSMQDDTKPK.... Result: 1 (interaction). (4) The miRNA is hsa-miR-378b with sequence ACUGGACUUGGAGGCAGAA. The protein sequence of the target gene is MAGRGWGALWVCVAAATLLHAGGLARADCWLIEGDKGFVWLAICSQNQPPYEAIPQQINSTIVDLRLNENRIRSVQYASLSRFGNLTYLNLTKNEIGYIEDGAFSGQFNLQVLQLGYNRLRNLTEGMLRGLGKLEYLYLQANLIEVVMASSFWECPNIVNIDLSMNRIQQLNSGTFAGLAKLSVCELYSNPFYCSCELLGFLRWLAAFTNATQTYDRMQCESPPVYSGYYLLGQGRRGHRSILSKLQSVCTEDSYAAEVVGPPRPASGRSQPGRSPPPPPPPEPSDMPCADDECFSGDGT.... Result: 0 (no interaction). (5) The miRNA is hsa-miR-665 with sequence ACCAGGAGGCUGAGGCCCCU. The protein sequence of the target gene is MDGTRTSLDIEEYSDTEVQKNQVLTLEEWQDKWVNGKTAFHQEQGHQLLKKHLDTFLKGKSGLRVFFPLCGKAVEMKWFADRGHSVVGVEISELGIQEFFTEQNLSYSEEPITEIPGTKVFKSSSGNISLYCCSIFDLPRTNIGKFDMIWDRGALVAINPGDRKCYADTMFSLLGKKFQYLLCVLSYDPTKHPGPPFYVPHAEIERLFGKICNIRCLEKVDAFEERHKSWGIDCLFEKLYLLTEK. Result: 0 (no interaction). (6) The miRNA is hsa-miR-324-3p with sequence CCCACUGCCCCAGGUGCUGCUGG. The protein sequence of the target gene is MTHTRRKSLPMLSSGLTGRREPLQMEDSNMEQGVEGVEPGMPESPGHLTGRRKNYPLRKRPLVPEKPKACKVLLTRLENVAGPRSADEADELPPDLPKPPSPAPSSEDPGLAQPRKRRLASLNAEALNNLLLEREDTSSLAGTRRSRAGDPHRSRDRDRATGGWSSSKKRPRLGDLGGGSRDLSPEPAPDEGPRRDGDPAPKRLASLNAAAFLKLSQERELPLRLPRAHAEVDGRSTEPPAPKAPRPKWPKVNGKNYPKAWQGASSGEAAGPPGWQGCPDEPWPSATPCGPSVQPSHQPL.... Result: 1 (interaction). (7) The miRNA is hsa-miR-518b with sequence CAAAGCGCUCCCCUUUAGAGGU. The protein sequence of the target gene is MAKERCQKRSFQDTLEDIKNRMKEKRNKNLAGIGKRKSFIVAPGQVPTNTATLLRYYQDNNRLLVLALENEKSKVREAQDVILQLRKECYYLTCQLYALKEKLTSRQSEETTQNWKGRPSDVVSSIDNTTRDLSGKSLQQIAVEETDCPYQTTEPSPAVTPETQGCDFDSGKVESTDEVLPRTISIRRHLRKDFSNISHSTTLEDCKASPRVAQSLEVKGSRCREVTVTLHRLENVCLWNKDQISLCSRLINPAKITETEVILSSKPEQIESKHKRARKRRAEQRRTKQRCKSKSSLRSK.... Result: 0 (no interaction).